Dataset: Full USPTO retrosynthesis dataset with 1.9M reactions from patents (1976-2016). Task: Predict the reactants needed to synthesize the given product. Given the product [Cl:8][C:6]1[CH:5]=[CH:4][C:3]([C:9]2[NH:10][C:11]3[C:16]([C:17]=2[CH:18]2[CH2:23][CH2:22][CH2:21][CH2:20][CH2:19]2)=[CH:15][CH:14]=[C:13]([C:24]([O:26][CH3:27])=[O:25])[CH:12]=3)=[C:2]([NH:1][C:39](=[O:40])[CH2:38][Cl:37])[CH:7]=1, predict the reactants needed to synthesize it. The reactants are: [NH2:1][C:2]1[CH:7]=[C:6]([Cl:8])[CH:5]=[CH:4][C:3]=1[C:9]1[NH:10][C:11]2[C:16]([C:17]=1[CH:18]1[CH2:23][CH2:22][CH2:21][CH2:20][CH2:19]1)=[CH:15][CH:14]=[C:13]([C:24]([O:26][CH3:27])=[O:25])[CH:12]=2.C([O-])(=O)C.[Na+].C(O)(=O)C.[Cl:37][CH2:38][C:39](Cl)=[O:40].